This data is from Full USPTO retrosynthesis dataset with 1.9M reactions from patents (1976-2016). The task is: Predict the reactants needed to synthesize the given product. (1) Given the product [C:19]([S:22][C:2]1[CH:3]=[CH:4][C:5]([N+:15]([O-:17])=[O:16])=[C:6]([NH:8][C:9](=[O:14])[C:10]([CH3:13])([CH3:12])[CH3:11])[CH:7]=1)([CH3:21])([CH3:20])[CH3:18], predict the reactants needed to synthesize it. The reactants are: Cl[C:2]1[CH:3]=[CH:4][C:5]([N+:15]([O-:17])=[O:16])=[C:6]([NH:8][C:9](=[O:14])[C:10]([CH3:13])([CH3:12])[CH3:11])[CH:7]=1.[CH3:18][C:19]([SH:22])([CH3:21])[CH3:20].C(=O)([O-])[O-].[K+].[K+].O. (2) Given the product [CH:16]([O:19][C:20]1[CH:28]=[CH:27][C:26]([S:29]([CH2:32][CH2:33][Si:34]([CH3:37])([CH3:36])[CH3:35])(=[O:31])=[O:30])=[CH:25][C:21]=1[C:22]([N:11]1[CH2:10][C:9]2[C:13](=[CH:14][CH:15]=[C:7]([CH:4]3[CH2:5][CH2:6][O:1][CH2:2][CH2:3]3)[CH:8]=2)[CH2:12]1)=[O:23])([CH3:18])[CH3:17], predict the reactants needed to synthesize it. The reactants are: [O:1]1[CH2:6][CH2:5][CH:4]([C:7]2[CH:8]=[C:9]3[C:13](=[CH:14][CH:15]=2)[CH2:12][NH:11][CH2:10]3)[CH2:3][CH2:2]1.[CH:16]([O:19][C:20]1[CH:28]=[CH:27][C:26]([S:29]([CH2:32][CH2:33][Si:34]([CH3:37])([CH3:36])[CH3:35])(=[O:31])=[O:30])=[CH:25][C:21]=1[C:22](O)=[O:23])([CH3:18])[CH3:17]. (3) Given the product [CH2:2]([S:7]([O-:10])(=[O:9])=[O:8])[CH2:3][CH2:4][CH:5]=[CH2:6].[Na+:11], predict the reactants needed to synthesize it. The reactants are: Br[CH2:2][CH2:3][CH2:4][CH:5]=[CH2:6].[S:7]([O-:10])([O-:9])=[O:8].[Na+:11].[Na+].